Dataset: Full USPTO retrosynthesis dataset with 1.9M reactions from patents (1976-2016). Task: Predict the reactants needed to synthesize the given product. (1) The reactants are: [Cl:1][C:2]1[CH:28]=[CH:27][C:5]([CH2:6][N:7]2[C:15]3[C:10](=[CH:11][CH:12]=[CH:13][CH:14]=3)[CH:9]=[C:8]2[C:16]([N:18]2[CH2:23][CH2:22][CH:21]([C:24](O)=[O:25])[CH2:20][CH2:19]2)=[O:17])=[CH:4][CH:3]=1.CCN(C(C)C)C(C)C.C(Cl)CCl.C1C=CC2N(O)N=NC=2C=1.[CH2:52]1[C:60]2[C:55](=[CH:56][CH:57]=[CH:58][CH:59]=2)[CH2:54][NH:53]1. Given the product [Cl:1][C:2]1[CH:28]=[CH:27][C:5]([CH2:6][N:7]2[C:15]3[C:10](=[CH:11][CH:12]=[CH:13][CH:14]=3)[CH:9]=[C:8]2[C:16]([N:18]2[CH2:19][CH2:20][CH:21]([C:24]([N:53]3[CH2:54][C:55]4[C:60](=[CH:59][CH:58]=[CH:57][CH:56]=4)[CH2:52]3)=[O:25])[CH2:22][CH2:23]2)=[O:17])=[CH:4][CH:3]=1, predict the reactants needed to synthesize it. (2) Given the product [O:1]1[C:6]2[CH:7]=[CH:8][CH:9]=[CH:10][C:5]=2[N:4]([CH2:11][CH2:12][O:13][C:14]2[CH:19]=[CH:18][C:17]([CH2:20][CH:21]([O:25][CH2:26][CH3:27])[C:22]([NH2:28])=[O:23])=[CH:16][CH:15]=2)[CH2:3][CH2:2]1, predict the reactants needed to synthesize it. The reactants are: [O:1]1[C:6]2[CH:7]=[CH:8][CH:9]=[CH:10][C:5]=2[N:4]([CH2:11][CH2:12][O:13][C:14]2[CH:19]=[CH:18][C:17]([CH2:20][CH:21]([O:25][CH2:26][CH3:27])[C:22](O)=[O:23])=[CH:16][CH:15]=2)[CH2:3][CH2:2]1.[NH3:28]. (3) Given the product [Cl:19][CH2:18][CH2:17][N:13]([CH2:14][CH2:15][Cl:16])[C:3]1[CH:2]=[CH:1][C:6]([CH2:7][CH2:8][CH2:9][C:10]([O:12][CH3:20])=[O:11])=[CH:5][CH:4]=1, predict the reactants needed to synthesize it. The reactants are: [CH:1]1[C:6]([CH2:7][CH2:8][CH2:9][C:10]([OH:12])=[O:11])=[CH:5][CH:4]=[C:3]([N:13]([CH2:17][CH2:18][Cl:19])[CH2:14][CH2:15][Cl:16])[CH:2]=1.[CH:20](N(CC)C(C)C)(C)C. (4) Given the product [Cl:13][C:14]1[C:19]([Cl:20])=[CH:18][CH:17]=[CH:16][C:15]=1[S:21]([NH:1][C:2]1[CH:7]=[CH:6][C:5]([CH3:8])=[CH:4][C:3]=1[S:9]([NH2:12])(=[O:10])=[O:11])(=[O:23])=[O:22], predict the reactants needed to synthesize it. The reactants are: [NH2:1][C:2]1[CH:7]=[CH:6][C:5]([CH3:8])=[CH:4][C:3]=1[S:9]([NH2:12])(=[O:11])=[O:10].[Cl:13][C:14]1[C:19]([Cl:20])=[CH:18][CH:17]=[CH:16][C:15]=1[S:21](Cl)(=[O:23])=[O:22]. (5) Given the product [CH3:5][C:6]1([CH3:23])[NH:7][C:14](=[O:42])[C:13]2[S:12][C:11]([N:7]3[C:6]4[CH:23]=[C:2]([C:37]5[C:32]([O:31][CH3:30])=[N:33][C:34]([CH3:41])=[CH:35][CH:36]=5)[CH:3]=[CH:4][C:5]=4[O:10][CH2:9][CH2:8]3)=[N:19][C:18]=2[CH2:17]1, predict the reactants needed to synthesize it. The reactants are: Br[C:2]1[CH:3]=[CH:4][C:5]2[O:10][CH2:9][CH2:8][N:7]([C:11]3[S:12][C:13]4[CH2:14]C(C)(C)N[C:17](=O)[C:18]=4[N:19]=3)[C:6]=2[CH:23]=1.C(=O)([O-])[O-].[Na+].[Na+].[CH3:30][O:31][C:32]1[C:37](B(O)O)=[CH:36][CH:35]=[C:34]([CH3:41])[N:33]=1.[OH2:42]. (6) Given the product [CH:1]([N:4]1[C:8]2=[N:9][C:10]([C:19]3[CH:24]=[CH:23][CH:22]=[C:21]([O:25][CH2:34][CH:35]4[CH2:37][O:36]4)[CH:20]=3)=[CH:11][C:12]([N:13]3[CH2:14][CH2:15][O:16][CH2:17][CH2:18]3)=[C:7]2[C:6]([CH3:26])=[N:5]1)([CH3:3])[CH3:2], predict the reactants needed to synthesize it. The reactants are: [CH:1]([N:4]1[C:8]2=[N:9][C:10]([C:19]3[CH:20]=[C:21]([OH:25])[CH:22]=[CH:23][CH:24]=3)=[CH:11][C:12]([N:13]3[CH2:18][CH2:17][O:16][CH2:15][CH2:14]3)=[C:7]2[C:6]([CH3:26])=[N:5]1)([CH3:3])[CH3:2].C([O-])([O-])=O.[K+].[K+].Cl[CH2:34][CH:35]1[CH2:37][O:36]1. (7) Given the product [CH3:11][O:12][C:13]1[CH:14]=[C:15]([C:2]2[CH:7]=[CH:6][N:5]=[CH:4][C:3]=2[N+:8]([O-:10])=[O:9])[CH:16]=[CH:17][C:18]=1[O:19][CH3:20], predict the reactants needed to synthesize it. The reactants are: Cl[C:2]1[CH:7]=[CH:6][N:5]=[CH:4][C:3]=1[N+:8]([O-:10])=[O:9].[CH3:11][O:12][C:13]1[CH:14]=[C:15](B(O)O)[CH:16]=[CH:17][C:18]=1[O:19][CH3:20].O.P([O-])([O-])([O-])=O.[K+].[K+].[K+].